Dataset: Forward reaction prediction with 1.9M reactions from USPTO patents (1976-2016). Task: Predict the product of the given reaction. (1) Given the reactants [CH3:1][Si:2]([CH3:11])([CH3:10])[O:3][C:4]1[CH:9]=[CH:8][CH2:7][CH2:6][CH:5]=1.[C:12]([O:16][CH2:17][CH3:18])(=[O:15])[C:13]#[CH:14].[Cl-].C([Al+]CC)C, predict the reaction product. The product is: [CH3:1][Si:2]([CH3:11])([CH3:10])[O:3][C:4]1[CH:9]2[CH2:8][CH2:7][CH:6]([CH:5]=1)[C:13]([C:12]([O:16][CH2:17][CH3:18])=[O:15])=[CH:14]2. (2) Given the reactants Br[C:2]1[CH:3]=[CH:4][C:5]2[NH:10][CH:9]([CH3:11])[O:8][C:7]([CH3:13])([CH3:12])[C:6]=2[CH:14]=1.Br[C:16]1[S:20][C:19]([C:21]#[N:22])=[CH:18][C:17]=1[CH3:23], predict the reaction product. The product is: [CH3:23][C:17]1[CH:18]=[C:19]([C:21]#[N:22])[S:20][C:16]=1[C:2]1[CH:3]=[CH:4][C:5]2[NH:10][CH:9]([CH3:11])[O:8][C:7]([CH3:13])([CH3:12])[C:6]=2[CH:14]=1.